Dataset: Forward reaction prediction with 1.9M reactions from USPTO patents (1976-2016). Task: Predict the product of the given reaction. Given the reactants [CH3:1][NH:2][C:3]1[N:8]=[CH:7][C:6]2[N:9]=[CH:10][N:11]([CH3:12])[C:5]=2[CH:4]=1.Br[C:14]1[CH:21]=[CH:20][C:17]([C:18]#[N:19])=[CH:16][C:15]=1[CH3:22].C1(P(C2CCCCC2)C2C=CC=CC=2C2C(C(C)C)=CC(C(C)C)=CC=2C(C)C)CCCCC1.CC(C)([O-:60])C.[Na+], predict the reaction product. The product is: [CH3:22][C:15]1[CH:16]=[C:17]([CH:20]=[CH:21][C:14]=1[N:2]([CH3:1])[C:3]1[N:8]=[CH:7][C:6]2[N:9]=[CH:10][N:11]([CH3:12])[C:5]=2[CH:4]=1)[C:18]#[N:19].[CH3:22][C:15]1[CH:16]=[C:17]([CH:20]=[CH:21][C:14]=1[N:2]([CH3:1])[C:3]1[N:8]=[CH:7][C:6]2[N:9]=[CH:10][N:11]([CH3:12])[C:5]=2[CH:4]=1)[C:18]([NH2:19])=[O:60].